Dataset: Reaction yield outcomes from USPTO patents with 853,638 reactions. Task: Predict the reaction yield, written as a fraction of the theoretical maximum amount of product (1.0 means a 100% yield; for example, 0.34 means a 34% yield). (1) The reactants are [CH:1]1([C:4]2[CH:9]=[CH:8][N:7]=[CH:6][C:5]=2[N:10]2[CH2:14][CH2:13][NH:12][C:11]2=[O:15])[CH2:3][CH2:2]1.Br[C:17]1[CH:22]=[C:21]([C:23]([F:26])([F:25])[F:24])[CH:20]=[CH:19][N:18]=1.CN[C@@H]1CCCC[C@H]1NC.P([O-])([O-])([O-])=O.[K+].[K+].[K+]. The catalyst is [Cu](I)I.O1CCOCC1. The product is [CH:1]1([C:4]2[CH:9]=[CH:8][N:7]=[CH:6][C:5]=2[N:10]2[CH2:14][CH2:13][N:12]([C:17]3[CH:22]=[C:21]([C:23]([F:26])([F:25])[F:24])[CH:20]=[CH:19][N:18]=3)[C:11]2=[O:15])[CH2:3][CH2:2]1. The yield is 0.710. (2) The yield is 0.960. The reactants are NC1(C2C=CC(C3C(=O)C4C(=CC=C(F)C=4)OC=3C3C=CC=CC=3)=CC=2)CCC1.C(OC(=O)[NH:36][C:37]1([C:41]2[CH:46]=[CH:45][C:44]([C:47]3[C:56](=[O:57])[C:55]4[C:50](=[CH:51][CH:52]=[C:53]([N:58]5[CH2:63][CH2:62][N:61]([CH3:64])[CH2:60][CH2:59]5)[CH:54]=4)[O:49][C:48]=3[C:65]3[CH:70]=[CH:69][CH:68]=[CH:67][CH:66]=3)=[CH:43][CH:42]=2)[CH2:40][CH2:39][CH2:38]1)(C)(C)C. No catalyst specified. The product is [NH2:36][C:37]1([C:41]2[CH:42]=[CH:43][C:44]([C:47]3[C:56](=[O:57])[C:55]4[C:50](=[CH:51][CH:52]=[C:53]([N:58]5[CH2:63][CH2:62][N:61]([CH3:64])[CH2:60][CH2:59]5)[CH:54]=4)[O:49][C:48]=3[C:65]3[CH:70]=[CH:69][CH:68]=[CH:67][CH:66]=3)=[CH:45][CH:46]=2)[CH2:38][CH2:39][CH2:40]1.